Dataset: Reaction yield outcomes from USPTO patents with 853,638 reactions. Task: Predict the reaction yield, written as a fraction of the theoretical maximum amount of product (1.0 means a 100% yield; for example, 0.34 means a 34% yield). (1) The reactants are Cl[C:2]1[N:7]=[C:6]([NH:8][CH:9]2[CH2:17][CH:16]3[N:12]([CH2:13][CH2:14][CH2:15]3)[C:11]([CH3:19])([CH3:18])[CH2:10]2)[C:5]([F:20])=[CH:4][N:3]=1.[NH2:21][C:22]1[CH:23]=[CH:24][C:25]([O:35][CH:36]2[CH2:41][CH2:40][O:39][CH2:38][CH2:37]2)=[C:26]([N:28]2[C:32](=[O:33])[N:31]([CH3:34])[N:30]=[N:29]2)[CH:27]=1. The catalyst is CC(O)C. The product is [NH3:3].[CH3:32][OH:33].[F:20][C:5]1[C:6]([NH:8][CH:9]2[CH2:17][CH:16]3[N:12]([CH2:13][CH2:14][CH2:15]3)[C:11]([CH3:19])([CH3:18])[CH2:10]2)=[N:7][C:2]([NH:21][C:22]2[CH:23]=[CH:24][C:25]([O:35][CH:36]3[CH2:41][CH2:40][O:39][CH2:38][CH2:37]3)=[C:26]([N:28]3[C:32](=[O:33])[N:31]([CH3:34])[N:30]=[N:29]3)[CH:27]=2)=[N:3][CH:4]=1. The yield is 0.0100. (2) The reactants are [NH2:1][C:2]1[CH:3]=[C:4]2[C:9](=[CH:10][CH:11]=1)[O:8][C:7]([CH3:13])([CH3:12])[CH:6]=[CH:5]2.Cl.[C:15]1(Cl)[C:21](=O)C(Cl)=C(Cl)[C:17](=O)[C:16]=1Cl.C(=O)([O-])O.[Na+]. The catalyst is C(O)CCC.O1CCCC1.[Cl-].[Zn+2].[Cl-]. The product is [CH3:12][C:7]1([CH3:13])[O:8][C:9]2=[CH:10][C:11]3[CH:21]=[CH:15][C:16]([CH3:17])=[N:1][C:2]=3[CH:3]=[C:4]2[CH:5]=[CH:6]1. The yield is 0.220. (3) The reactants are [H-].C[C@H]1C[C@]23[C@@H]4CCCN2CCC[C@@H]3C(=O)C[C@@H]4C1.[N:20]1[CH:25]=[CH:24][CH:23]=[C:22]([CH:26]=[CH:27][CH2:28][C:29]([O:31]CC)=[O:30])[CH:21]=1. No catalyst specified. The product is [N:20]1[CH:25]=[CH:24][CH:23]=[C:22]([CH:26]=[CH:27][CH2:28][C:29]([OH:31])=[O:30])[CH:21]=1. The yield is 1.00.